From a dataset of Full USPTO retrosynthesis dataset with 1.9M reactions from patents (1976-2016). Predict the reactants needed to synthesize the given product. (1) Given the product [C:28]([C:25]1[CH:24]=[CH:23][C:22]([NH:21][C:19]2[C:18]3[C:13](=[CH:14][C:15]([C:32]4[C:37]([C:38]([F:40])([F:41])[F:39])=[CH:36][CH:35]=[CH:34][N:33]=4)=[CH:16][CH:17]=3)[N:12]=[C:11]([CH2:10][N:6]3[CH2:7][CH2:8][CH2:9][C@H:5]3[C:3]([OH:4])=[O:2])[N:20]=2)=[CH:27][CH:26]=1)([CH3:31])([CH3:29])[CH3:30], predict the reactants needed to synthesize it. The reactants are: C[O:2][C:3]([C@@H:5]1[CH2:9][CH2:8][CH2:7][N:6]1[CH2:10][C:11]1[N:20]=[C:19]([NH:21][C:22]2[CH:27]=[CH:26][C:25]([C:28]([CH3:31])([CH3:30])[CH3:29])=[CH:24][CH:23]=2)[C:18]2[C:13](=[CH:14][C:15]([C:32]3[C:37]([C:38]([F:41])([F:40])[F:39])=[CH:36][CH:35]=[CH:34][N:33]=3)=[CH:16][CH:17]=2)[N:12]=1)=[O:4].[Li+].[OH-]. (2) Given the product [C:17]([O:16][C:14](=[O:15])[NH:13][C:8]([C:6]1[CH:5]=[CH:4][CH:3]=[C:2]([Br:1])[N:7]=1)([CH3:12])[CH2:9][OH:10])([CH3:18])([CH3:19])[CH3:20].[NH2:13][C:8]([C:6]1[CH:5]=[CH:4][CH:3]=[C:2]([Br:1])[N:7]=1)([CH3:12])[CH2:9][OH:10], predict the reactants needed to synthesize it. The reactants are: [Br:1][C:2]1[N:7]=[C:6]([C:8]([NH:13][C:14]([O:16][C:17]([CH3:20])([CH3:19])[CH3:18])=[O:15])([CH3:12])[C:9](O)=[O:10])[CH:5]=[CH:4][CH:3]=1.[BH4-].[Na+].B(F)(F)F.[OH-].[Na+]. (3) Given the product [CH3:2][NH:3][C:39]([C:36]1[N:37]=[CH:38][C:33]([O:32][CH2:31][C:29]2[CH:28]=[CH:27][C:24]3[CH2:25][CH2:26][N:20]([C:18]([O:17][C:14]([CH3:13])([CH3:15])[CH3:16])=[O:19])[CH2:21][CH2:22][C:23]=3[CH:30]=2)=[N:34][CH:35]=1)=[O:40], predict the reactants needed to synthesize it. The reactants are: O=[C:2](N1C=CN=C1)[N:3]1C=CN=C1.[CH3:13][C:14]([O:17][C:18]([N:20]1[CH2:26][CH2:25][C:24]2[CH:27]=[CH:28][C:29]([CH2:31][O:32][C:33]3[N:34]=[CH:35][C:36]([C:39](O)=[O:40])=[N:37][CH:38]=3)=[CH:30][C:23]=2[CH2:22][CH2:21]1)=[O:19])([CH3:16])[CH3:15].CN. (4) Given the product [CH2:16]([O:18][C:19](=[O:36])[CH2:20][O:21][C:22]1[C:31]2[CH2:30][CH2:29][CH2:28][CH2:27][C:26]=2[C:25]([SH:32])=[CH:24][CH:23]=1)[CH3:17], predict the reactants needed to synthesize it. The reactants are: C(OC(=O)COC1C=CC(S)=CC=1C)C.[CH2:16]([O:18][C:19](=[O:36])[CH2:20][O:21][C:22]1[C:31]2[CH2:30][CH2:29][CH2:28][CH2:27][C:26]=2[C:25]([S:32](Cl)(=O)=O)=[CH:24][CH:23]=1)[CH3:17]. (5) Given the product [F:1][C:2]1[CH:7]=[CH:6][C:5]2[N:8]=[C:9]([CH:10]([NH:12][C:13]3[N:21]=[CH:20][N:19]=[C:18]4[C:14]=3[N:15]=[CH:16][NH:17]4)[CH3:11])[N:23]([C:24]3[CH:29]=[CH:28][CH:27]=[CH:26][N:25]=3)[C:4]=2[CH:3]=1, predict the reactants needed to synthesize it. The reactants are: [F:1][C:2]1[CH:7]=[CH:6][C:5]([NH:8][C:9](=O)[C@@H:10]([NH:12][C:13]2[N:21]=[CH:20][N:19]=[C:18]3[C:14]=2[N:15]=[CH:16][NH:17]3)[CH3:11])=[C:4]([NH:23][C:24]2[CH:29]=[CH:28][CH:27]=[CH:26][N:25]=2)[CH:3]=1. (6) Given the product [Cl:1][C:2]1[C:3]([C:23]2[N:27]3[CH:28]=[CH:29][CH:30]=[CH:31][C:26]3=[N:25][CH:24]=2)=[N:4][C:5]([NH:8][C:9]2[CH:14]=[CH:13][C:12]([O:15][C@@H:16]3[CH2:20][CH2:19][N:18]([S:33]([CH3:32])(=[O:35])=[O:34])[CH2:17]3)=[CH:11][C:10]=2[O:21][CH3:22])=[N:6][CH:7]=1, predict the reactants needed to synthesize it. The reactants are: [Cl:1][C:2]1[C:3]([C:23]2[N:27]3[CH:28]=[CH:29][CH:30]=[CH:31][C:26]3=[N:25][CH:24]=2)=[N:4][C:5]([NH:8][C:9]2[CH:14]=[CH:13][C:12]([O:15][C@@H:16]3[CH2:20][CH2:19][NH:18][CH2:17]3)=[CH:11][C:10]=2[O:21][CH3:22])=[N:6][CH:7]=1.[CH3:32][S:33](Cl)(=[O:35])=[O:34]. (7) Given the product [I:1][C:2]1[CH:10]=[C:9]2[C:5]([CH:6]=[N:7][N:8]2[CH:13]2[CH2:14][CH2:15][CH2:16][CH2:17][O:12]2)=[C:4]([CH3:11])[CH:3]=1, predict the reactants needed to synthesize it. The reactants are: [I:1][C:2]1[CH:10]=[C:9]2[C:5]([CH:6]=[N:7][NH:8]2)=[C:4]([CH3:11])[CH:3]=1.[O:12]1[CH:17]=[CH:16][CH2:15][CH2:14][CH2:13]1.CS(O)(=O)=O.